This data is from Forward reaction prediction with 1.9M reactions from USPTO patents (1976-2016). The task is: Predict the product of the given reaction. (1) Given the reactants Cl[C:2]1[CH:7]=[C:6]([O:8][C:9]2[CH:14]=[CH:13][C:12]([NH:15][C:16]([NH:18][C:19]3[CH:24]=[CH:23][C:22]([C:25]([CH3:28])([CH3:27])[CH3:26])=[CH:21][CH:20]=3)=[O:17])=[CH:11][CH:10]=2)[N:5]=[CH:4][N:3]=1.[CH3:29][NH2:30].C(O)C, predict the reaction product. The product is: [CH3:29][NH:30][C:2]1[CH:7]=[C:6]([O:8][C:9]2[CH:14]=[CH:13][C:12]([NH:15][C:16]([NH:18][C:19]3[CH:24]=[CH:23][C:22]([C:25]([CH3:26])([CH3:28])[CH3:27])=[CH:21][CH:20]=3)=[O:17])=[CH:11][CH:10]=2)[N:5]=[CH:4][N:3]=1. (2) Given the reactants [NH2:1][CH2:2][C:3]1[CH:12]=[CH:11][C:6]([C:7]([O:9][CH3:10])=[O:8])=[CH:5][CH:4]=1.[CH3:13][S:14](Cl)(=[O:16])=[O:15], predict the reaction product. The product is: [CH3:13][S:14]([NH:1][CH2:2][C:3]1[CH:4]=[CH:5][C:6]([C:7]([O:9][CH3:10])=[O:8])=[CH:11][CH:12]=1)(=[O:16])=[O:15]. (3) Given the reactants [N:1]1[CH:6]=[CH:5][CH:4]=[CH:3][C:2]=1[CH2:7][CH2:8][CH2:9][OH:10].C[N+]1([O-])CCOCC1, predict the reaction product. The product is: [N:1]1[CH:6]=[CH:5][CH:4]=[CH:3][C:2]=1[CH2:7][CH2:8][CH:9]=[O:10]. (4) Given the reactants [CH3:1][O:2][C:3](=[O:33])[CH2:4][O:5][C:6]1[C:15]2[CH2:14][CH2:13][CH2:12][C@@H:11]([NH:16][S:17]([C:20]3[CH:25]=[C:24]([C:26]([F:29])([F:28])[F:27])[CH:23]=[C:22]([C:30]([CH3:32])=[CH2:31])[CH:21]=3)(=[O:19])=[O:18])[C:10]=2[CH:9]=[CH:8][CH:7]=1.[C:34](=O)([O-])[O-].[K+].[K+].IC, predict the reaction product. The product is: [CH3:1][O:2][C:3](=[O:33])[CH2:4][O:5][C:6]1[C:15]2[CH2:14][CH2:13][CH2:12][C@@H:11]([N:16]([S:17]([C:20]3[CH:25]=[C:24]([C:26]([F:27])([F:28])[F:29])[CH:23]=[C:22]([C:30]([CH3:32])=[CH2:31])[CH:21]=3)(=[O:18])=[O:19])[CH3:34])[C:10]=2[CH:9]=[CH:8][CH:7]=1. (5) Given the reactants [N:1]([CH2:4][C:5]1[CH:6]=[C:7]([CH:30]=[C:31]([O:33][C:34]2[CH:39]=[CH:38][C:37]([F:40])=[CH:36][CH:35]=2)[CH:32]=1)[CH2:8][N:9]([CH2:22][C:23]1[CH:28]=[CH:27][C:26]([F:29])=[CH:25][CH:24]=1)[S:10]([C:13]1[CH:18]=[C:17]([Cl:19])[CH:16]=[C:15]([Cl:20])[C:14]=1[OH:21])(=[O:12])=[O:11])=[N+]=[N-].C1(C)C=CC=CC=1, predict the reaction product. The product is: [NH2:1][CH2:4][C:5]1[CH:6]=[C:7]([CH:30]=[C:31]([O:33][C:34]2[CH:35]=[CH:36][C:37]([F:40])=[CH:38][CH:39]=2)[CH:32]=1)[CH2:8][N:9]([CH2:22][C:23]1[CH:24]=[CH:25][C:26]([F:29])=[CH:27][CH:28]=1)[S:10]([C:13]1[CH:18]=[C:17]([Cl:19])[CH:16]=[C:15]([Cl:20])[C:14]=1[OH:21])(=[O:12])=[O:11]. (6) Given the reactants [CH2:1]([N:3]1[C:7]2[CH:8]=[CH:9][C:10]([C:12](O)=[O:13])=[CH:11][C:6]=2[N:5]=[C:4]1[NH:15][C:16]1[S:17][C:18]2[CH:24]=[C:23]([C:25]([F:28])([F:27])[F:26])[CH:22]=[CH:21][C:19]=2[N:20]=1)[CH3:2].[CH3:29][O:30][C:31]([CH3:35])([CH3:34])[CH2:32][NH2:33].CN(C(ON1N=NC2C=CC=CC1=2)=[N+](C)C)C.F[P-](F)(F)(F)(F)F.CCN(C(C)C)C(C)C, predict the reaction product. The product is: [CH3:29][O:30][C:31]([CH3:35])([CH3:34])[CH2:32][NH:33][C:12]([C:10]1[CH:9]=[CH:8][C:7]2[N:3]([CH2:1][CH3:2])[C:4]([NH:15][C:16]3[S:17][C:18]4[CH:24]=[C:23]([C:25]([F:26])([F:28])[F:27])[CH:22]=[CH:21][C:19]=4[N:20]=3)=[N:5][C:6]=2[CH:11]=1)=[O:13]. (7) Given the reactants C(OC(=O)[NH:7][CH2:8][CH2:9][CH2:10][CH2:11][S:12][C:13]1[CH:18]=[CH:17][CH:16]=[C:15]([CH:19]([C:28]2[S:29][C:30]3[CH:36]=[CH:35][CH:34]=[CH:33][C:31]=3[N:32]=2)[O:20][CH:21]2[CH2:26][CH2:25][N:24]([CH3:27])[CH2:23][CH2:22]2)[CH:14]=1)(C)(C)C.FC(F)(F)C(O)=O.[C:45]([OH:50])(=[O:49])[C:46]([OH:48])=[O:47], predict the reaction product. The product is: [S:29]1[C:30]2[CH:36]=[CH:35][CH:34]=[CH:33][C:31]=2[N:32]=[C:28]1[CH:19]([O:20][CH:21]1[CH2:22][CH2:23][N:24]([CH3:27])[CH2:25][CH2:26]1)[C:15]1[CH:14]=[C:13]([S:12][CH2:11][CH2:10][CH2:9][CH2:8][NH2:7])[CH:18]=[CH:17][CH:16]=1.[C:45]([O-:50])(=[O:49])[C:46]([O-:48])=[O:47]. (8) The product is: [CH3:1][O:2][C:3](=[O:24])[CH:4]=[CH:32][C:29]1[CH:30]=[N:31][C:26]([Br:25])=[CH:27][CH:28]=1. Given the reactants [CH3:1][O:2][C:3](=[O:24])[CH:4]=P(C1C=CC=CC=1)(C1C=CC=CC=1)C1C=CC=CC=1.[Br:25][C:26]1[N:31]=[CH:30][C:29]([CH:32]=O)=[CH:28][CH:27]=1, predict the reaction product.